From a dataset of Experimentally validated miRNA-target interactions with 360,000+ pairs, plus equal number of negative samples. Binary Classification. Given a miRNA mature sequence and a target amino acid sequence, predict their likelihood of interaction. (1) The miRNA is hsa-miR-4268 with sequence GGCUCCUCCUCUCAGGAUGUG. The protein sequence of the target gene is MFQTGGLIVFYGLLAQTMAQFGGLPVPLDQTLPLNVNPALPLSPTGLAGSLTNALSNGLLSGGLLGILENLPLLDILKPGGGTSGGLLGGLLGKVTSVIPGLNNIIDIKVTDPQLLELGLVQSPDGHRLYVTIPLGIKLQVNTPLVGASLLRLAVKLDITAEILAVRDKQERIHLVLGDCTHSPGSLQISLLDGLGPLPIQGLLDSLTGILNKVLPELVQGNVCPLVNEVLRGLDITLVHDIVNMLIHGLQFVIKV. Result: 0 (no interaction). (2) The miRNA is hsa-miR-5197-3p with sequence AAGAAGAGACUGAGUCAUCGAAU. The protein sequence of the target gene is MLPLLLLPLLWGGSLQEKPVYELQVQKSVTVQEGLCVLVPCSFSYPWRSWYSSPPLYVYWFRDGEIPYYAEVVATNNPDRRVKPETQGRFRLLGDVQKKNCSLSIGDARMEDTGSYFFRVERGRDVKYSYQQNKLNLEVTALIEKPDIHFLEPLESGRPTRLSCSLPGSCEAGPPLTFSWTGNALSPLDPETTRSSELTLTPRPEDHGTNLTCQVKRQGAQVTTERTVQLNVSYAPQNLAISIFFRNGTGTALRILSNGMSVPIQEGQSLFLACTVDSNPPASLSWFREGKALNPSQTSM.... Result: 1 (interaction). (3) The miRNA is hsa-miR-16-5p with sequence UAGCAGCACGUAAAUAUUGGCG. The protein sequence of the target gene is MKVKMLSRNPDNYVRETKLDLQRVPRNYDPALHPFEVPREYIRALNATKLERVFAKPFLASLDGHRDGVNCLAKHPEKLATVLSGACDGEVRIWNLTQRNCIRTIQAHEGFVRGICTRFCGTSFFTVGDDKTVKQWKMDGPGYGDEEEPLHTILGKTVYTGIDHHWKEAVFATCGQQVDIWDEQRTNPICSMTWGFDSISSVKFNPIETFLLGSCASDRNIVLYDMRQATPLKKVILDMRTNTICWNPMEAFIFTAANEDYNLYTFDMRALDTPVMVHMDHVSAVLDVDYSPTGKEFVSA.... Result: 1 (interaction). (4) The miRNA is hsa-miR-664a-5p with sequence ACUGGCUAGGGAAAAUGAUUGGAU. The protein sequence of the target gene is MSSVSPIQIPSRLPLLLTHEGVLLPGSTMRTSVDSARNLQLVRSRLLKGTSLQSTILGVIPNTPDPASDAQDLPPLHRIGTAALAVQVVGSNWPKPHYTLLITGLCRFQIVQVLKEKPYPIAEVEQLDRLEEFPNTCKMREELGELSEQFYKYAVQLVEMLDMSVPAVAKLRRLLDSLPREALPDILTSIIRTSNKEKLQILDAVSLEERFKMTIPLLVRQIEGLKLLQKTRKPKQDDDKRVIAIRPIRRITHISGTLEDEDEDEDNDDIVMLEKKIRTSSMPEQAHKVCVKEIKRLKKM.... Result: 0 (no interaction). (5) The miRNA is hsa-miR-6769b-3p with sequence CCCUCUCUGUCCCACCCAUAG. The protein sequence of the target gene is MRRKEKRLLQAVALVLAALVLLPNVGLWALYRERQPDGTPGGSGAAVAPAAGQGSHSRQKKTFFLGDGQKLKDWHDKEAIRRDAQRVGNGEQGRPYPMTDAERVDQAYRENGFNIYVSDKISLNRSLPDIRHPNCNSKRYLETLPNTSIIIPFHNEGWSSLLRTVHSVLNRSPPELVAEIVLVDDFSDREHLKKPLEDYMALFPSVRILRTKKREGLIRTRMLGASVATGDVITFLDSHCEANVNWLPPLLDRIARNRKTIVCPMIDVIDHDDFRYETQAGDAMRGAFDWEMYYKRIPIP.... Result: 1 (interaction). (6) Result: 0 (no interaction). The protein sequence of the target gene is MSNKFLGTWKLVSSENFDDYMKALGVGLATRKLGNLAKPTVIISKKGDIITIRTESTFKNTEISFKLGQEFEETTADNRKTKSIVTLQRGSLNQVQRWDGKETTIKRKLVNGKMVAECKMKGVVCTRIYEKV. The miRNA is kshv-miR-K12-5-3p with sequence UAGGAUGCCUGGAACUUGCCGGU. (7) The miRNA is mmu-miR-15b-5p with sequence UAGCAGCACAUCAUGGUUUACA. The protein sequence of the target gene is MEEEASRSAAATNPGSRLTRWPPPDKREGSAVDPGKRRSLAATPSSSLPCTLIALGLRHEKEANELMEDLFETFQDEMGFSNMEDDGPEEEERVAEPQANFNTPQALRFEELLANLLNEQHQIAKELFEQLKMKKPSAKQQKEVEKVKPQCKEVHQTLILDPAQRKRLQQQMQQHVQLLTQIHLLATCNPNLNPEASSTRICLKELGTFAQSSIALHHQYNPKFQTLFQPCNLMGAMQLIEDFSTHVSIDCSPHKTVKKTANEFPCLPKQVAWILATSKVFMYPELLPVCSLKAKNPQDK.... Result: 0 (no interaction). (8) The miRNA is mmu-miR-466c-5p with sequence UGAUGUGUGUGUGCAUGUACAUAU. The protein sequence of the target gene is MASELCKTISVARLEKHKNLFLNYRNLHHFPLELLKDEGLQYLERLYMKRNSLTSLPENLAQKLPNLVELYLHSNNIVVVPEAIGSLVKLQCLDLSDNALEIVCPEIGRLRALRHLRLANNQLQFLPPEVGDLKELQTLDISTNRLLTLPERLHMCLSLQYLTVDRNRLWYVPRHLCQLPSLNELSMAGNRLAFLPLDLGRSRELQYVYVDNNIHLKGLPSYLYNKVIGCSGCGAPIQVSEVKLLSFSSGQRTVFLPAEVKAIGTEHDHVLPLQELAMRGLYHTYHSLLKDLNFLSPISL.... Result: 0 (no interaction).